This data is from Full USPTO retrosynthesis dataset with 1.9M reactions from patents (1976-2016). The task is: Predict the reactants needed to synthesize the given product. (1) Given the product [CH:1]1([C:4]2[CH:9]=[C:8]([CH:7]=[C:6]([OH:12])[C:5]=2[I:13])[CH:10]=[O:11])[CH2:2][CH2:3]1, predict the reactants needed to synthesize it. The reactants are: [CH:1]1([C:4]2[C:5]([I:13])=[C:6]([OH:12])[CH:7]=[C:8]([CH2:10][OH:11])[CH:9]=2)[CH2:3][CH2:2]1.C(N(CC)CC)C.CS(C)=O.O. (2) Given the product [S:21]1[CH:25]=[C:24]([C:26](=[O:30])[CH2:27][CH2:28][N:19]2[CH2:20][CH:12]3[N:11]([C:2]4[CH:3]=[CH:4][C:5]5[C:10](=[CH:9][CH:8]=[CH:7][CH:6]=5)[CH:1]=4)[CH2:18][CH:17]2[CH2:16][CH:15]=[CH:14][CH2:13]3)[C:23]2[CH:31]=[CH:32][CH:33]=[CH:34][C:22]1=2.[ClH:29], predict the reactants needed to synthesize it. The reactants are: [CH:1]1[C:10]2[C:5](=[CH:6][CH:7]=[CH:8][CH:9]=2)[CH:4]=[CH:3][C:2]=1[N:11]1[CH2:18][C@H:17]2[NH:19][CH2:20][C@@H:12]1[CH2:13][CH:14]=[CH:15][CH2:16]2.[S:21]1[CH:25]=[C:24]([C:26](=[O:30])[CH2:27][CH2:28][Cl:29])[C:23]2[CH:31]=[CH:32][CH:33]=[CH:34][C:22]1=2.CCN(C(C)C)C(C)C.Cl. (3) Given the product [N:21]1[CH:26]=[CH:25][CH:24]=[CH:23][C:22]=1[CH2:27][NH:1][C:2]1[S:6][C:5]([C:7]2[CH:12]=[CH:11][N:10]=[C:9]([NH:13][C:14]3[CH:15]=[C:16]([CH3:20])[CH:17]=[CH:18][CH:19]=3)[N:8]=2)=[CH:4][CH:3]=1, predict the reactants needed to synthesize it. The reactants are: [NH2:1][C:2]1[S:6][C:5]([C:7]2[CH:12]=[CH:11][N:10]=[C:9]([NH:13][C:14]3[CH:15]=[C:16]([CH3:20])[CH:17]=[CH:18][CH:19]=3)[N:8]=2)=[CH:4][CH:3]=1.[N:21]1[CH:26]=[CH:25][CH:24]=[CH:23][C:22]=1[CH:27]=O.